The task is: Predict the product of the given reaction.. This data is from Forward reaction prediction with 1.9M reactions from USPTO patents (1976-2016). (1) Given the reactants [CH3:1][CH:2]([O:4][C:5]1[CH:13]=[C:12]2[C:8]([CH:9]=[N:10][NH:11]2)=[CH:7][C:6]=1[NH:14][C:15]1[C:16]2[C:23]3[CH2:24][CH2:25][CH:26]([C:28]([OH:30])=O)[CH2:27][C:22]=3[S:21][C:17]=2[N:18]=[CH:19][N:20]=1)[CH3:3].[CH3:31][C@@H:32]1[CH2:36][CH2:35][C@@H:34]([CH3:37])[NH:33]1, predict the reaction product. The product is: [CH3:31][C@@H:32]1[CH2:36][CH2:35][C@@H:34]([CH3:37])[N:33]1[C:28]([CH:26]1[CH2:25][CH2:24][C:23]2[C:16]3[C:15]([NH:14][C:6]4[CH:7]=[C:8]5[C:12](=[CH:13][C:5]=4[O:4][CH:2]([CH3:3])[CH3:1])[NH:11][N:10]=[CH:9]5)=[N:20][CH:19]=[N:18][C:17]=3[S:21][C:22]=2[CH2:27]1)=[O:30]. (2) Given the reactants [N+:1]([C:4]1[CH:9]=[CH:8][CH:7]=[CH:6][C:5]=1[O:10][C:11]1[CH:12]=[C:13]2[C:18](=[CH:19][CH:20]=1)[O:17][CH:16]([C:21]1[CH:26]=[CH:25][CH:24]=[CH:23][CH:22]=1)[CH2:15][CH2:14]2)([O-:3])=[O:2].OC1C=C2C(=CC=1)OC(C1C=CC=CC=1)CC2.[OH-].[K+].ClC1C=CC([C:53]([F:56])([F:55])[F:54])=CC=1[N+]([O-])=O, predict the reaction product. The product is: [N+:1]([C:4]1[CH:9]=[C:8]([C:53]([F:56])([F:55])[F:54])[CH:7]=[CH:6][C:5]=1[O:10][C:11]1[CH:12]=[C:13]2[C:18](=[CH:19][CH:20]=1)[O:17][CH:16]([C:21]1[CH:26]=[CH:25][CH:24]=[CH:23][CH:22]=1)[CH2:15][CH2:14]2)([O-:3])=[O:2]. (3) Given the reactants [OH:1][C:2]1[CH:7]=[CH:6][C:5]([CH:8]2[CH2:10][CH:9]2[C:11]([O:13][CH3:14])=[O:12])=[CH:4][CH:3]=1.C(=O)([O-])[O-].[K+].[K+].[CH2:21](Br)[C:22]#[CH:23], predict the reaction product. The product is: [CH2:23]([O:1][C:2]1[CH:3]=[CH:4][C:5]([CH:8]2[CH2:10][CH:9]2[C:11]([O:13][CH3:14])=[O:12])=[CH:6][CH:7]=1)[C:22]#[CH:21]. (4) Given the reactants [CH3:1][O:2][C:3]1[CH:4]=[C:5]([P:12](=[O:15])([CH3:14])[CH3:13])[CH:6]=[CH:7][C:8]=1[N+:9]([O-])=O, predict the reaction product. The product is: [CH3:14][P:12]([C:5]1[CH:6]=[CH:7][C:8]([NH2:9])=[C:3]([O:2][CH3:1])[CH:4]=1)([CH3:13])=[O:15]. (5) The product is: [F:12][C:4]1[C:5]([O:10][CH3:11])=[CH:6][C:7]([O:8][CH3:9])=[C:2]([F:1])[C:3]=1[N:13]1[CH2:18][C:17]2[CH:19]=[N:20][C:21]3[NH:25][C:24](=[O:56])[CH2:23][C:22]=3[C:16]=2[N:15]([C@@H:26]2[CH2:30][CH2:29][CH2:28][C@H:27]2[OH:31])[C:14]1=[O:32]. Given the reactants [F:1][C:2]1[C:7]([O:8][CH3:9])=[CH:6][C:5]([O:10][CH3:11])=[C:4]([F:12])[C:3]=1[N:13]1[CH2:18][C:17]2[CH:19]=[N:20][C:21]3[NH:25][CH:24]=[CH:23][C:22]=3[C:16]=2[N:15]([C@@H:26]2[CH2:30][CH2:29][CH2:28][C@H:27]2[OH:31])[C:14]1=[O:32].[Br-].[Br-].[Br-].[NH+]1C=CC=CC=1.[NH+]1C=CC=CC=1.[NH+]1C=CC=CC=1.C(O)(=[O:56])C, predict the reaction product.